The task is: Predict the reactants needed to synthesize the given product.. This data is from Full USPTO retrosynthesis dataset with 1.9M reactions from patents (1976-2016). (1) Given the product [CH2:1]([NH:8][C:9]1[N:14]2[N:15]=[CH:16][C:17]([Br:18])=[C:13]2[N:12]=[CH:11][C:10]=1[C:19]([N:23]1[CH2:28][CH2:27][C:26]2([C:36]3[C:31](=[CH:32][CH:33]=[CH:34][CH:35]=3)[CH:30]=[CH:29]2)[CH2:25][CH2:24]1)=[O:21])[C:2]1[CH:3]=[CH:4][CH:5]=[CH:6][CH:7]=1, predict the reactants needed to synthesize it. The reactants are: [CH2:1]([NH:8][C:9]1[N:14]2[N:15]=[CH:16][C:17]([Br:18])=[C:13]2[N:12]=[CH:11][C:10]=1[C:19]([OH:21])=O)[C:2]1[CH:7]=[CH:6][CH:5]=[CH:4][CH:3]=1.Cl.[NH:23]1[CH2:28][CH2:27][C:26]2([C:36]3[C:31](=[CH:32][CH:33]=[CH:34][CH:35]=3)[CH:30]=[CH:29]2)[CH2:25][CH2:24]1. (2) Given the product [F:22][CH2:21][CH2:20][NH:1][C:2]1[CH:7]=[CH:6][CH:5]=[CH:4][CH:3]=1, predict the reactants needed to synthesize it. The reactants are: [NH2:1][C:2]1[CH:7]=[CH:6][CH:5]=[CH:4][CH:3]=1.N1C(C)=CC=CC=1C.S(C1C=CC(C)=CC=1)(O[CH2:20][CH2:21][F:22])(=O)=O. (3) Given the product [Cl:1][C:2]1[CH:3]=[CH:4][C:5]([C:8]2([C:11]([N:13]3[CH2:17][CH2:16][C:15](=[O:18])[CH2:14]3)=[O:12])[CH2:10][CH2:9]2)=[CH:6][CH:7]=1, predict the reactants needed to synthesize it. The reactants are: [Cl:1][C:2]1[CH:7]=[CH:6][C:5]([C:8]2([C:11]([N:13]3[CH2:17][CH2:16][CH:15]([OH:18])[CH2:14]3)=[O:12])[CH2:10][CH2:9]2)=[CH:4][CH:3]=1.CC(C)=O. (4) Given the product [Br:10][C:9]1[C:5]2[O:4][CH:3]([CH3:14])[C:2](=[O:15])[NH:1][C:11](=[O:12])[C:6]=2[S:7][CH:8]=1, predict the reactants needed to synthesize it. The reactants are: [NH2:1][C:2](=[O:15])[CH:3]([CH3:14])[O:4][C:5]1[C:9]([Br:10])=[CH:8][S:7][C:6]=1[C:11](O)=[O:12].Cl.C(N=C=NCCCN(C)C)C.FC1C=C(C2C3OCCNCC=3SC=2)C=CC=1.CN(C=O)C. (5) Given the product [Br:27][C:28]1[N:29]=[C:30]([C:8]2[CH:7]=[CH:6][C:5]([C:18]3[O:19][C:20]4[CH:26]=[CH:25][CH:24]=[CH:23][C:21]=4[N:22]=3)=[CH:4][C:3]=2[O:2][CH3:1])[CH:31]=[CH:32][CH:33]=1, predict the reactants needed to synthesize it. The reactants are: [CH3:1][O:2][C:3]1[CH:4]=[C:5]([C:18]2[O:19][C:20]3[CH:26]=[CH:25][CH:24]=[CH:23][C:21]=3[N:22]=2)[CH:6]=[CH:7][C:8]=1B1OC(C)(C)C(C)(C)O1.[Br:27][C:28]1[CH:33]=[CH:32][CH:31]=[CH:30][N:29]=1. (6) Given the product [Br:2][C:3]1[CH:12]=[CH:11][CH:10]=[C:9]2[C:4]=1[C:5](=[O:31])[N:6]1[C:16]([NH:45][C:44]3[CH:46]=[CH:47][C:41]([N:38]4[CH2:39][CH2:40][N:35]([CH:33]([CH3:32])[CH3:34])[CH2:36][CH2:37]4)=[CH:42][C:43]=3[O:48][CH3:49])=[N:15][C:14]3[N:18]([S:21]([C:24]4[CH:29]=[CH:28][C:27]([CH3:30])=[CH:26][CH:25]=4)(=[O:23])=[O:22])[CH:19]=[CH:20][C:13]=3[C:7]1=[N:8]2, predict the reactants needed to synthesize it. The reactants are: Cl.[Br:2][C:3]1[CH:12]=[CH:11][CH:10]=[C:9]2[C:4]=1[C:5](=[O:31])[N:6]1[C:16](Cl)=[N:15][C:14]3[N:18]([S:21]([C:24]4[CH:29]=[CH:28][C:27]([CH3:30])=[CH:26][CH:25]=4)(=[O:23])=[O:22])[CH:19]=[CH:20][C:13]=3[C:7]1=[N:8]2.[CH3:32][CH:33]([N:35]1[CH2:40][CH2:39][N:38]([C:41]2[CH:47]=[CH:46][C:44]([NH2:45])=[C:43]([O:48][CH3:49])[CH:42]=2)[CH2:37][CH2:36]1)[CH3:34].[CH3:34][CH:33]([N:35]1[CH2:36][CH2:37][N:38]([C:41]2[CH:47]=[CH:46][C:44]([NH2:45])=[C:43]([O:48][CH3:49])[CH:42]=2)[CH2:39][CH2:40]1)[CH3:32].